From a dataset of Catalyst prediction with 721,799 reactions and 888 catalyst types from USPTO. Predict which catalyst facilitates the given reaction. (1) Reactant: Br[C:2]1[CH:3]=[CH:4][C:5]([O:8][CH3:9])=[N:6][CH:7]=1.C([Li])(C)(C)C.[C:15]([O:19][C:20]([N:22]1[CH2:27][CH2:26][O:25][C@H:24]([C:28](=[O:33])N(OC)C)[CH2:23]1)=[O:21])([CH3:18])([CH3:17])[CH3:16]. Product: [C:15]([O:19][C:20]([N:22]1[CH2:27][CH2:26][O:25][C@H:24]([C:28]([C:2]2[CH:7]=[N:6][C:5]([O:8][CH3:9])=[CH:4][CH:3]=2)=[O:33])[CH2:23]1)=[O:21])([CH3:18])([CH3:17])[CH3:16]. The catalyst class is: 11. (2) Reactant: [CH2:1]([C:3]1[CH:8]=[CH:7][C:6]([C:9]([C:11]2[C:12]([O:25][CH3:26])=[N:13][C:14]([NH:17]CC3C=CC=CC=3)=[CH:15][CH:16]=2)=O)=[CH:5][CH:4]=1)[CH3:2]. Product: [NH2:17][C:14]1[N:13]=[C:12]([O:25][CH3:26])[C:11]([CH2:9][C:6]2[CH:5]=[CH:4][C:3]([CH2:1][CH3:2])=[CH:8][CH:7]=2)=[CH:16][CH:15]=1. The catalyst class is: 178. (3) Product: [Br:1][C:2]1[CH:15]=[C:6]([NH:7][CH2:8][CH:9]2[CH2:14][CH2:13][CH2:12][CH2:11][CH2:10]2)[C:5]([NH2:16])=[CH:4][CH:3]=1. Reactant: [Br:1][C:2]1[CH:3]=[CH:4][C:5]([N+:16]([O-])=O)=[C:6]([CH:15]=1)[NH:7][CH2:8][CH:9]1[CH2:14][CH2:13][CH2:12][CH2:11][CH2:10]1.[Cl-].[Ca+2].[Cl-].C(O)C. The catalyst class is: 150.